The task is: Predict which catalyst facilitates the given reaction.. This data is from Catalyst prediction with 721,799 reactions and 888 catalyst types from USPTO. (1) Reactant: [C:1]([O:5][C:6](=[O:12])[N:7]([CH2:9][CH2:10][OH:11])[CH3:8])([CH3:4])([CH3:3])[CH3:2].[Si:13](Cl)([C:26]([CH3:29])([CH3:28])[CH3:27])([C:20]1[CH:25]=[CH:24][CH:23]=[CH:22][CH:21]=1)[C:14]1[CH:19]=[CH:18][CH:17]=[CH:16][CH:15]=1.N1C=CN=C1. Product: [C:1]([O:5][C:6](=[O:12])[N:7]([CH2:9][CH2:10][O:11][Si:13]([C:26]([CH3:29])([CH3:28])[CH3:27])([C:20]1[CH:21]=[CH:22][CH:23]=[CH:24][CH:25]=1)[C:14]1[CH:19]=[CH:18][CH:17]=[CH:16][CH:15]=1)[CH3:8])([CH3:4])([CH3:2])[CH3:3]. The catalyst class is: 163. (2) Reactant: [F:1][C:2]1[C:10]([NH:11][S:12]([C:15]2[O:16][CH:17]=[CH:18][CH:19]=2)(=[O:14])=[O:13])=[CH:9][CH:8]=[C:7]([F:20])[C:3]=1C(O)=O.C([N:23](CC)CC)C.C1(P(N=[N+]=[N-])(C2C=CC=CC=2)=O)C=CC=CC=1. Product: [NH2:23][C:3]1[C:2]([F:1])=[C:10]([NH:11][S:12]([C:15]2[O:16][CH:17]=[CH:18][CH:19]=2)(=[O:14])=[O:13])[CH:9]=[CH:8][C:7]=1[F:20]. The catalyst class is: 18.